From a dataset of NCI-60 drug combinations with 297,098 pairs across 59 cell lines. Regression. Given two drug SMILES strings and cell line genomic features, predict the synergy score measuring deviation from expected non-interaction effect. (1) Drug 1: CCC1(C2=C(COC1=O)C(=O)N3CC4=CC5=C(C=CC(=C5CN(C)C)O)N=C4C3=C2)O.Cl. Drug 2: C(CCl)NC(=O)N(CCCl)N=O. Cell line: UACC62. Synergy scores: CSS=34.0, Synergy_ZIP=-3.48, Synergy_Bliss=-2.51, Synergy_Loewe=-1.39, Synergy_HSA=-0.152. (2) Drug 1: CC(CN1CC(=O)NC(=O)C1)N2CC(=O)NC(=O)C2. Drug 2: CC1=CC2C(CCC3(C2CCC3(C(=O)C)OC(=O)C)C)C4(C1=CC(=O)CC4)C. Cell line: SNB-19. Synergy scores: CSS=18.8, Synergy_ZIP=7.74, Synergy_Bliss=12.4, Synergy_Loewe=3.21, Synergy_HSA=4.81.